Dataset: Forward reaction prediction with 1.9M reactions from USPTO patents (1976-2016). Task: Predict the product of the given reaction. (1) Given the reactants [F:1][C:2]1[CH:23]=[CH:22][C:5]([C:6]([NH:8][CH2:9][C:10]2[S:11][C:12]3[C:18]([F:19])=[CH:17][C:16]([F:20])=[C:15]([F:21])[C:13]=3[N:14]=2)=[O:7])=[C:4]([OH:24])[CH:3]=1.Br[CH2:26][C:27]([O:29][CH2:30][CH3:31])=[O:28].Cl, predict the reaction product. The product is: [CH2:30]([O:29][C:27](=[O:28])[CH2:26][O:24][C:4]1[CH:3]=[C:2]([F:1])[CH:23]=[CH:22][C:5]=1[C:6](=[O:7])[NH:8][CH2:9][C:10]1[S:11][C:12]2[C:18]([F:19])=[CH:17][C:16]([F:20])=[C:15]([F:21])[C:13]=2[N:14]=1)[CH3:31]. (2) Given the reactants [CH2:1]([C@H:4]1[CH2:9][CH2:8][C@H:7]([C@H:10]2[CH2:15][CH2:14][C@H:13]([CH2:16][CH2:17][C:18]([OH:20])=[O:19])[CH2:12][CH2:11]2)[CH2:6][CH2:5]1)[CH2:2][CH3:3].[F:21][C:22]1[C:27]([F:28])=[C:26]([O:29][CH2:30][CH3:31])[CH:25]=[CH:24][C:23]=1O.C1(N=C=NC2CCCCC2)CCCCC1.O, predict the reaction product. The product is: [CH2:1]([C@H:4]1[CH2:9][CH2:8][C@H:7]([C@H:10]2[CH2:15][CH2:14][C@H:13]([CH2:16][CH2:17][C:18]([O:20][C:23]3[CH:24]=[CH:25][C:26]([O:29][CH2:30][CH3:31])=[C:27]([F:28])[C:22]=3[F:21])=[O:19])[CH2:12][CH2:11]2)[CH2:6][CH2:5]1)[CH2:2][CH3:3]. (3) Given the reactants CO[C:3](=[O:17])[C:4]1[CH:9]=[CH:8][CH:7]=[C:6]([C:10]2[CH:11]=[N:12][C:13]([CH3:16])=[CH:14][CH:15]=2)[CH:5]=1.[C:18]([C:21]1C=C(B(O)O)C=CC=1)([OH:20])=[O:19].BrC1C(C)=N[CH:34]=[CH:35][CH:36]=1.O=S(Cl)Cl.[C:42](#N)C, predict the reaction product. The product is: [C:35]([O:20][C:18](=[O:19])[CH2:21][C:3]([C:4]1[CH:9]=[CH:8][CH:7]=[C:6]([C:10]2[CH:11]=[N:12][C:13]([CH3:16])=[CH:14][CH:15]=2)[CH:5]=1)=[O:17])([CH3:34])([CH3:36])[CH3:42].